From a dataset of Full USPTO retrosynthesis dataset with 1.9M reactions from patents (1976-2016). Predict the reactants needed to synthesize the given product. (1) The reactants are: [CH2:1]([N:5]([CH2:19][CH2:20][CH2:21][CH3:22])[C:6]1[CH:11]=[CH:10][C:9]([CH:12]=[CH:13][C:14]2[S:15][CH:16]=[CH:17][CH:18]=2)=[CH:8][CH:7]=1)[CH2:2][CH2:3][CH3:4].C([Li])CCC.CN(C)[CH:30]=[O:31].O. Given the product [CH2:19]([N:5]([CH2:1][CH2:2][CH2:3][CH3:4])[C:6]1[CH:11]=[CH:10][C:9]([CH:12]=[CH:13][C:14]2[S:15][C:16]([CH:30]=[O:31])=[CH:17][CH:18]=2)=[CH:8][CH:7]=1)[CH2:20][CH2:21][CH3:22], predict the reactants needed to synthesize it. (2) Given the product [N:1]1[C:6]2[NH:7][CH:8]=[CH:9][C:5]=2[C:4]([N:10]2[CH2:14][CH2:13][C@@H:12]([N:15]([CH3:23])[C:16]3[CH:21]=[CH:20][C:19]([C:25]#[C:24][Si:26]([CH3:29])([CH3:28])[CH3:27])=[CH:18][N:17]=3)[CH2:11]2)=[N:3][CH:2]=1, predict the reactants needed to synthesize it. The reactants are: [N:1]1[C:6]2[NH:7][CH:8]=[CH:9][C:5]=2[C:4]([N:10]2[CH2:14][CH2:13][C@@H:12]([N:15]([CH3:23])[C:16]3[CH:21]=[CH:20][C:19](Br)=[CH:18][N:17]=3)[CH2:11]2)=[N:3][CH:2]=1.[C:24]([Si:26]([CH3:29])([CH3:28])[CH3:27])#[CH:25].CCN(CC)CC.C1C=CC(P(C2C=CC=CC=2)C2C=CC=CC=2)=CC=1. (3) The reactants are: [CH2:1]([O:8][C:9]([NH:11][CH2:12][CH2:13][CH2:14][C@@H:15]([NH:19][C:20]([O:22][C:23]([CH3:26])([CH3:25])[CH3:24])=[O:21])[C:16]([OH:18])=O)=[O:10])[C:2]1[CH:7]=[CH:6][CH:5]=[CH:4][CH:3]=1.Cl.[CH3:28][O:29][NH:30][CH3:31].C1CN([P+](ON2N=NC3C=CC=CC2=3)(N2CCCC2)N2CCCC2)CC1.F[P-](F)(F)(F)(F)F.CCN(C(C)C)C(C)C. Given the product [CH3:28][O:29][N:30]([CH3:31])[C:16](=[O:18])[C@H:15]([NH:19][C:20]([O:22][C:23]([CH3:26])([CH3:25])[CH3:24])=[O:21])[CH2:14][CH2:13][CH2:12][NH:11][C:9]([O:8][CH2:1][C:2]1[CH:3]=[CH:4][CH:5]=[CH:6][CH:7]=1)=[O:10], predict the reactants needed to synthesize it. (4) Given the product [CH3:18][O:19][C:20]([C:21]1[CH:26]=[CH:25][C:24]([C:7]2[CH:6]=[CH:5][C:4]([OH:17])=[CH:3][C:2]=2[CH3:1])=[CH:23][C:22]=1[F:28])=[O:29], predict the reactants needed to synthesize it. The reactants are: [CH3:1][C:2]1[CH:3]=[C:4]([OH:17])[CH:5]=[CH:6][C:7]=1B1OC(C)(C)C(C)(C)O1.[CH3:18][O:19][C:20](=[O:29])[C:21]1[CH:26]=[CH:25][C:24](Br)=[CH:23][C:22]=1[F:28].N#N.C([O-])([O-])=O.[Na+].[Na+].Cl. (5) Given the product [CH2:44]([C:6]1[N:5]=[C:4]([C:1]([NH2:2])=[O:3])[C:9]([NH:10][C:11]2[CH:16]=[CH:15][C:14]([N:17]3[CH2:18][CH2:19][CH:20]([N:23]4[CH2:28][CH2:27][N:26]([CH3:29])[CH2:25][CH2:24]4)[CH2:21][CH2:22]3)=[C:13]([CH3:30])[CH:12]=2)=[N:8][C:7]=1[C:31]1[CH2:32][CH2:33][NH:34][CH2:35][CH:36]=1)[CH3:45], predict the reactants needed to synthesize it. The reactants are: [C:1]([C:4]1[N:5]=[C:6]([CH2:44][CH3:45])[C:7]([C:31]2[CH2:32][CH2:33][N:34](C(OC(C)(C)C)=O)[CH2:35][CH:36]=2)=[N:8][C:9]=1[NH:10][C:11]1[CH:16]=[CH:15][C:14]([N:17]2[CH2:22][CH2:21][CH:20]([N:23]3[CH2:28][CH2:27][N:26]([CH3:29])[CH2:25][CH2:24]3)[CH2:19][CH2:18]2)=[C:13]([CH3:30])[CH:12]=1)(=[O:3])[NH2:2].FC(F)(F)C(O)=O. (6) Given the product [C:8]([NH:12][C:13]([N:1]1[CH2:6][CH2:5][CH:4]([OH:7])[CH2:3][CH2:2]1)=[O:14])([CH3:11])([CH3:10])[CH3:9], predict the reactants needed to synthesize it. The reactants are: [NH:1]1[CH2:6][CH2:5][CH:4]([OH:7])[CH2:3][CH2:2]1.[C:8]([N:12]=[C:13]=[O:14])([CH3:11])([CH3:10])[CH3:9].C(N(CC)CC)C. (7) Given the product [C:1]([C:3]1[C:4]([N:16]2[CH2:17][CH2:18][CH:19]([C:22](=[O:24])[NH:36][S:33]([CH2:32][C:29]3[CH:30]=[CH:31][C:26]([F:25])=[CH:27][CH:28]=3)(=[O:35])=[O:34])[CH2:20][CH2:21]2)=[N:5][C:6]([O:14][CH3:15])=[C:7]([CH:8]=1)[C:9]([O:11][CH2:12][CH3:13])=[O:10])#[N:2], predict the reactants needed to synthesize it. The reactants are: [C:1]([C:3]1[C:4]([N:16]2[CH2:21][CH2:20][CH:19]([C:22]([OH:24])=O)[CH2:18][CH2:17]2)=[N:5][C:6]([O:14][CH3:15])=[C:7]([C:9]([O:11][CH2:12][CH3:13])=[O:10])[CH:8]=1)#[N:2].[F:25][C:26]1[CH:31]=[CH:30][C:29]([CH2:32][S:33]([NH2:36])(=[O:35])=[O:34])=[CH:28][CH:27]=1.